From a dataset of Catalyst prediction with 721,799 reactions and 888 catalyst types from USPTO. Predict which catalyst facilitates the given reaction. (1) Reactant: [C:1]([OH:12])(=[O:11])[C:2]1[CH:10]=[CH:9][C:7]([OH:8])=[C:4]([O:5][CH3:6])[CH:3]=1.[N+:13]([O-])([OH:15])=[O:14]. Product: [OH:8][C:7]1[C:4]([O:5][CH3:6])=[CH:3][C:2]([C:1]([OH:12])=[O:11])=[CH:10][C:9]=1[N+:13]([O-:15])=[O:14]. The catalyst class is: 15. (2) Reactant: [CH2:1]([NH:3][C:4]([NH:6][C:7]1[S:8][C:9]2[C:15](I)=[CH:14][C:13]([C:17]3[CH:18]=[N:19][CH:20]=[CH:21][CH:22]=3)=[CH:12][C:10]=2[N:11]=1)=[O:5])[CH3:2].[CH3:23][N:24]1[CH:28]=[CH:27][CH:26]=[C:25]1[Sn](CCCC)(CCCC)CCCC. Product: [CH2:1]([NH:3][C:4]([NH:6][C:7]1[S:8][C:9]2[C:15]([C:25]3[N:24]([CH3:23])[CH:28]=[CH:27][CH:26]=3)=[CH:14][C:13]([C:17]3[CH:18]=[N:19][CH:20]=[CH:21][CH:22]=3)=[CH:12][C:10]=2[N:11]=1)=[O:5])[CH3:2]. The catalyst class is: 128. (3) Reactant: [CH:1]1[C:5]2([CH2:10][CH2:9][CH2:8][CH2:7][CH2:6]2)[CH2:4][CH2:3][C:2]=1[CH2:11]O.C1(P(C2C=CC=CC=2)C2C=CC=CC=2)C=CC=CC=1.[Br:32]N1C(=O)CCC1=O. Product: [Br:32][CH2:11][C:2]1[CH2:3][CH2:4][C:5]2([CH2:10][CH2:9][CH2:8][CH2:7][CH2:6]2)[CH:1]=1. The catalyst class is: 22. (4) Reactant: [Cl:1][C:2]1[CH:7]=[C:6]([Cl:8])[CH:5]=[CH:4][C:3]=1[CH:9]1[CH:18]([C:19]([NH:21][O:22][CH2:23][C:24]2[S:28][CH:27]=[C:26]([C:29](OC)=[O:30])[CH:25]=2)=[O:20])[C:17]2[C:12](=[CH:13][CH:14]=[CH:15][CH:16]=2)[C:11](=[O:33])[N:10]1[CH:34]1[CH2:39][CH2:38][CH2:37][CH2:36][CH:35]1[NH:40][S:41]([CH3:44])(=[O:43])=[O:42].[H-].[Al+3].[Li+].[H-].[H-].[H-].O.O.O.O.O.O.O.O.O.O.S([O-])([O-])(=O)=O.[Na+].[Na+]. Product: [Cl:1][C:2]1[CH:7]=[C:6]([Cl:8])[CH:5]=[CH:4][C:3]=1[CH:9]1[CH:18]([C:19]([NH:21][O:22][CH2:23][C:24]2[S:28][CH:27]=[C:26]([CH2:29][OH:30])[CH:25]=2)=[O:20])[C:17]2[C:12](=[CH:13][CH:14]=[CH:15][CH:16]=2)[C:11](=[O:33])[N:10]1[CH:34]1[CH2:39][CH2:38][CH2:37][CH2:36][CH:35]1[NH:40][S:41]([CH3:44])(=[O:42])=[O:43]. The catalyst class is: 1. (5) Reactant: [N:1]1([C:7]([O:9][CH2:10][C:11]2[CH:16]=[C:15]([Cl:17])[CH:14]=[C:13]([Cl:18])[CH:12]=2)=[O:8])[CH2:6][CH2:5][NH:4][CH2:3][CH2:2]1.C(=O)([O-])[O-].[K+].[K+].C(N(CC)CC)C.Br[CH2:33][CH2:34][NH:35][C:36](=[O:42])[O:37][C:38]([CH3:41])([CH3:40])[CH3:39]. Product: [C:38]([O:37][C:36]([NH:35][CH2:34][CH2:33][N:4]1[CH2:5][CH2:6][N:1]([C:7]([O:9][CH2:10][C:11]2[CH:16]=[C:15]([Cl:17])[CH:14]=[C:13]([Cl:18])[CH:12]=2)=[O:8])[CH2:2][CH2:3]1)=[O:42])([CH3:41])([CH3:40])[CH3:39]. The catalyst class is: 210.